From a dataset of Peptide-MHC class II binding affinity with 134,281 pairs from IEDB. Regression. Given a peptide amino acid sequence and an MHC pseudo amino acid sequence, predict their binding affinity value. This is MHC class II binding data. The peptide sequence is VDGIIAAYQNPASWK. The MHC is DRB3_0101 with pseudo-sequence DRB3_0101. The binding affinity (normalized) is 0.229.